Dataset: Forward reaction prediction with 1.9M reactions from USPTO patents (1976-2016). Task: Predict the product of the given reaction. Given the reactants C(OC[CH:6]1[CH:8]([C:9]([O:11][CH2:12]C)=[O:10])[C:7]1([CH3:15])[CH3:14])(=O)C.CC[C@@H]1N2C(N(C3C=CC(F)=CC=3)C(=O)[C@H]2CC2C3C(NC1=2)=CC=CC=3)=O.[OH-].[Na+].OCC1C(C(O)=O)C1(C)C.CC1(C)C2C1COC2=O.OC[C@H]1[C@H](C(O)=O)C1(C)C, predict the reaction product. The product is: [CH3:15][C:7]1([CH3:14])[C@H:8]2[C@@H:6]1[CH2:12][O:11][C:9]2=[O:10].